Dataset: Forward reaction prediction with 1.9M reactions from USPTO patents (1976-2016). Task: Predict the product of the given reaction. (1) Given the reactants [CH2:1]([O:5][C:6]1[CH:26]=[CH:25][C:9]([C:10]([NH:12][C:13]2[CH:18]=[CH:17][C:16]([N:19]3[CH2:23][CH2:22][C:21](=[O:24])[CH2:20]3)=[CH:15][CH:14]=2)=[O:11])=[CH:8][CH:7]=1)[CH2:2][CH2:3][CH3:4].[CH2:27]([CH2:29][NH2:30])O.C(=O)([O-])[O-].[K+].[K+].[C:37](Cl)(=[O:39])[CH3:38], predict the reaction product. The product is: [C:37]([N:30]1[C:21]2([CH2:22][CH2:23][N:19]([C:16]3[CH:17]=[CH:18][C:13]([NH:12][C:10](=[O:11])[C:9]4[CH:25]=[CH:26][C:6]([O:5][CH2:1][CH2:2][CH2:3][CH3:4])=[CH:7][CH:8]=4)=[CH:14][CH:15]=3)[CH2:20]2)[O:24][CH2:27][CH2:29]1)(=[O:39])[CH3:38]. (2) Given the reactants N1C=CC=[CH:3][C:2]=1[C:7]1C=CC=CN=1.[Br:13][C:14]1[CH:15]=[N:16][NH:17][CH:18]=1.[B-](F)(F)(F)C(C)=C.[K+].C([O-])([O-])=O.[Na+].[Na+], predict the reaction product. The product is: [Br:13][C:14]1[CH:15]=[N:16][N:17]([C:2]([CH3:7])=[CH2:3])[CH:18]=1. (3) Given the reactants O.Cl.Cl.Cl.[N:5]1([CH:11]2[CH:16]3[CH2:17][CH2:18][N:13]([CH2:14][CH2:15]3)[CH2:12]2)[CH2:10][CH2:9][NH:8][CH2:7][CH2:6]1.[N:5]1([CH:11]2[CH:16]3[CH2:15][CH2:14][N:13]([CH2:18][CH2:17]3)[CH2:12]2)[CH2:6][CH2:7][NH:8][CH2:9][CH2:10]1.Cl.Cl.Cl.[CH3:36][C:37]1[CH:42]=[C:41]([CH3:43])[CH:40]=[C:39]([CH3:44])[C:38]=1[S:45](Cl)(=[O:47])=[O:46].C(N(CC)C(C)C)(C)C, predict the reaction product. The product is: [C:37]1([CH3:36])[CH:42]=[C:41]([CH3:43])[CH:40]=[C:39]([CH3:44])[C:38]=1[S:45]([N:8]1[CH2:7][CH2:6][N:5]([CH:11]2[CH:16]3[CH2:15][CH2:14][N:13]([CH2:18][CH2:17]3)[CH2:12]2)[CH2:10][CH2:9]1)(=[O:46])=[O:47]. (4) Given the reactants [CH3:1][C:2]1[CH:3]=[C:4](B(O)O)[CH:5]=[CH:6][C:7]=1[CH3:8].[F-].[Cs+].C1(P(C2C=CC=CC=2)CCCCP(C2C=CC=CC=2)C2C=CC=CC=2)C=CC=CC=1.[NH2:44][C:45]1[CH:50]=[C:49](Cl)[N:48]=[C:47]([C:52]([O:54][CH3:55])=[O:53])[C:46]=1[Cl:56], predict the reaction product. The product is: [NH2:44][C:45]1[CH:50]=[C:49]([C:4]2[CH:5]=[CH:6][C:7]([CH3:8])=[C:2]([CH3:1])[CH:3]=2)[N:48]=[C:47]([C:52]([O:54][CH3:55])=[O:53])[C:46]=1[Cl:56]. (5) Given the reactants [CH3:1][O:2][CH2:3][C:4]12[O:11][C:8]([CH2:12][O:13][CH3:14])([CH:9]=[CH:10]1)[CH2:7][C:6](OS(C(F)(F)F)(=O)=O)=[CH:5]2.CC1(C)C(C)(C)OB([C:31]2[CH:36]=[CH:35][C:34]([NH2:37])=[CH:33][CH:32]=2)O1, predict the reaction product. The product is: [CH3:1][O:2][CH2:3][C:4]12[O:11][C:8]([CH2:12][O:13][CH3:14])([CH:9]=[CH:10]1)[CH2:7][C:6]([C:31]1[CH:36]=[CH:35][C:34]([NH2:37])=[CH:33][CH:32]=1)=[CH:5]2. (6) Given the reactants [CH3:1][O:2][C:3]1[CH:8]=[C:7]([N+:9]([O-:11])=[O:10])[CH:6]=[CH:5][C:4]=1[OH:12].C(=O)([O-])[O-].[K+].[K+].Cl.Cl[CH2:21][CH2:22][N:23]1[CH2:28][CH2:27][O:26][CH2:25][CH2:24]1, predict the reaction product. The product is: [CH3:1][O:2][C:3]1[CH:8]=[C:7]([N+:9]([O-:11])=[O:10])[CH:6]=[CH:5][C:4]=1[O:12][CH2:21][CH2:22][N:23]1[CH2:28][CH2:27][O:26][CH2:25][CH2:24]1.